Dataset: Forward reaction prediction with 1.9M reactions from USPTO patents (1976-2016). Task: Predict the product of the given reaction. (1) Given the reactants [CH2:1]([O:3][C:4]1[CH:5]=[C:6]([CH:12]([N:17]2[C:21](=[O:22])[C:20]3=[C:23]([F:28])[CH:24]=[CH:25][C:26]([F:27])=[C:19]3[C:18]2=[O:29])[CH2:13][C:14](O)=[O:15])[CH:7]=[CH:8][C:9]=1[O:10][CH3:11])[CH3:2].C(N1C=CN=C1)(N1C=CN=C1)=O.Cl.[NH2:43][OH:44], predict the reaction product. The product is: [CH2:1]([O:3][C:4]1[CH:5]=[C:6]([CH:12]([N:17]2[C:21](=[O:22])[C:20]3=[C:23]([F:28])[CH:24]=[CH:25][C:26]([F:27])=[C:19]3[C:18]2=[O:29])[CH2:13][C:14]([NH:43][OH:44])=[O:15])[CH:7]=[CH:8][C:9]=1[O:10][CH3:11])[CH3:2]. (2) Given the reactants [Br:1][C:2]1[CH:19]=[CH:18][C:5]([O:6][C:7]2[C:12]([CH3:13])=[CH:11][C:10]([N+:14]([O-])=O)=[C:9]([CH3:17])[CH:8]=2)=[CH:4][CH:3]=1.O.O.[Sn](Cl)Cl.[OH-].[Na+], predict the reaction product. The product is: [Br:1][C:2]1[CH:19]=[CH:18][C:5]([O:6][C:7]2[C:12]([CH3:13])=[CH:11][C:10]([NH2:14])=[C:9]([CH3:17])[CH:8]=2)=[CH:4][CH:3]=1.